Task: Regression. Given a peptide amino acid sequence and an MHC pseudo amino acid sequence, predict their binding affinity value. This is MHC class II binding data.. Dataset: Peptide-MHC class II binding affinity with 134,281 pairs from IEDB The peptide sequence is VRVPVPQLQPQNPSQ. The MHC is HLA-DQA10102-DQB10602 with pseudo-sequence HLA-DQA10102-DQB10602. The binding affinity (normalized) is 0.275.